Dataset: Full USPTO retrosynthesis dataset with 1.9M reactions from patents (1976-2016). Task: Predict the reactants needed to synthesize the given product. (1) Given the product [C:13]1([CH3:12])[CH:18]=[CH:17][CH:16]=[CH:15][C:14]=1[C:2]1[CH:7]=[CH:6][N:5]=[CH:4][C:3]=1[NH:8][CH2:9][C:10]#[N:11], predict the reactants needed to synthesize it. The reactants are: I[C:2]1[CH:7]=[CH:6][N:5]=[CH:4][C:3]=1[NH:8][CH2:9][C:10]#[N:11].[CH3:12][C:13]1[CH:18]=[CH:17][CH:16]=[CH:15][C:14]=1B(O)O. (2) Given the product [ClH:45].[ClH:45].[OH:1][C:2]1[CH:30]=[CH:29][C:5]2[C:6](=[O:28])/[C:7](=[CH:9]/[C:10]3[C:18]4[C:13](=[CH:14][CH:15]=[C:16]([O:19][CH2:20][CH2:21][N:22]5[CH2:23][CH2:24][O:25][CH2:26][CH2:27]5)[CH:17]=4)[NH:12][CH:11]=3)/[O:8][C:4]=2[C:3]=1[CH2:31][N:32]1[CH2:33][CH2:34][NH:35][CH2:36][CH2:37]1, predict the reactants needed to synthesize it. The reactants are: [OH:1][C:2]1[CH:30]=[CH:29][C:5]2[C:6](=[O:28])/[C:7](=[CH:9]/[C:10]3[C:18]4[C:13](=[CH:14][CH:15]=[C:16]([O:19][CH2:20][CH2:21][N:22]5[CH2:27][CH2:26][O:25][CH2:24][CH2:23]5)[CH:17]=4)[NH:12][CH:11]=3)/[O:8][C:4]=2[C:3]=1[CH2:31][N:32]1[CH2:37][CH2:36][N:35](C(OC(C)(C)C)=O)[CH2:34][CH2:33]1.[ClH:45]. (3) Given the product [N:1]1[CH:6]=[CH:5][C:4]([CH2:7][C:8]([O:10][CH2:11][C:12]2[CH:18]=[CH:19][CH:14]=[CH:15][CH:16]=2)=[O:9])=[CH:3][CH:2]=1, predict the reactants needed to synthesize it. The reactants are: [N:1]1[CH:6]=[CH:5][C:4]([CH2:7][C:8]([O:10][CH2:11][CH3:12])=[O:9])=[CH:3][CH:2]=1.C(O)[C:14]1[CH:19]=[CH:18]C=[CH:16][CH:15]=1.C(=O)([O-])[O-].[K+].[K+]. (4) Given the product [CH2:1]([N:8]([CH2:21][C:22]1[CH:23]=[CH:24][C:25]([O:26][C:27]2[CH:28]=[CH:29][C:30]([O:31][CH2:32][CH2:33][CH2:34][C:35]([NH:70][CH2:69][C:68]([O:67][CH3:66])=[O:71])=[O:36])=[CH:38][CH:39]=2)=[CH:40][CH:41]=1)[C:9]1[CH:14]=[CH:13][CH:12]=[C:11]([NH:15][S:16]([CH3:19])(=[O:17])=[O:18])[C:10]=1[CH3:20])[C:2]1[CH:3]=[CH:4][CH:5]=[CH:6][CH:7]=1, predict the reactants needed to synthesize it. The reactants are: [CH2:1]([N:8]([CH2:21][C:22]1[CH:41]=[CH:40][C:25]([O:26][C:27]2[CH:39]=[CH:38][C:30]([O:31][CH2:32][CH2:33][CH2:34][C:35](O)=[O:36])=[CH:29][CH:28]=2)=[CH:24][CH:23]=1)[C:9]1[CH:14]=[CH:13][CH:12]=[C:11]([NH:15][S:16]([CH3:19])(=[O:18])=[O:17])[C:10]=1[CH3:20])[C:2]1[CH:7]=[CH:6][CH:5]=[CH:4][CH:3]=1.Cl.CN(C)CCCN=C=NCC.O.ON1C2C=CC=CC=2N=N1.Cl.[CH3:66][O:67][C:68](=[O:71])[CH2:69][NH2:70].C(N(CC)C(C)C)(C)C.Cl.